This data is from Reaction yield outcomes from USPTO patents with 853,638 reactions. The task is: Predict the reaction yield, written as a fraction of the theoretical maximum amount of product (1.0 means a 100% yield; for example, 0.34 means a 34% yield). (1) The reactants are C([O:4][C:5]1[CH:12]=[CH:11][C:8]([CH:9]=[CH2:10])=[CH:7][CH:6]=1)(=O)C.C[O-].[Na+]. The catalyst is C(OCC)(=O)C. The product is [OH:4][C:5]1[CH:12]=[CH:11][C:8]([CH:9]=[CH2:10])=[CH:7][CH:6]=1. The yield is 0.540. (2) The reactants are [C:1]([O:5][C:6]([NH:8][CH:9]([C:29](=[O:33])[N:30]([CH3:32])[CH3:31])[CH2:10][C:11]1[CH:28]=[CH:27][C:14]([O:15][C:16]2[CH:21]=[CH:20][CH:19]=[CH:18][C:17]=2[CH2:22][CH2:23][C:24]([OH:26])=O)=[CH:13][CH:12]=1)=[O:7])([CH3:4])([CH3:3])[CH3:2].ON1C2C=CC=CC=2N=N1.Cl.CN(C)CCCN=C=NCC.C(N(CC)CC)C.Cl.[CH2:64]([O:71][NH2:72])[C:65]1[CH:70]=[CH:69][CH:68]=[CH:67][CH:66]=1. The catalyst is CN(C=O)C.CCCCCC.C(OCC)(=O)C. The product is [C:1]([O:5][C:6](=[O:7])[NH:8][CH:9]([C:29](=[O:33])[N:30]([CH3:32])[CH3:31])[CH2:10][C:11]1[CH:12]=[CH:13][C:14]([O:15][C:16]2[CH:21]=[CH:20][CH:19]=[CH:18][C:17]=2[CH2:22][CH2:23][C:24](=[O:26])[NH:72][O:71][CH2:64][C:65]2[CH:70]=[CH:69][CH:68]=[CH:67][CH:66]=2)=[CH:27][CH:28]=1)([CH3:3])([CH3:4])[CH3:2]. The yield is 0.980. (3) The reactants are [CH:1]1([CH2:6][CH:7]([C:19]2[CH:24]=[CH:23][C:22]([S:25]([CH3:28])(=[O:27])=[O:26])=[CH:21][CH:20]=2)[C:8]([NH:10][C:11]2[CH:12]=[N:13][O:14][C:15]=2[CH:16]([CH3:18])[CH3:17])=O)[CH2:5][CH2:4][CH2:3][CH2:2]1. The catalyst is C(O)C.[C].[Pd]. The product is [CH:1]1([CH2:6][CH:7]([C:8]2[NH:10][C:11]([C:15](=[O:14])[CH:16]([CH3:18])[CH3:17])=[CH:12][N:13]=2)[C:19]2[CH:24]=[CH:23][C:22]([S:25]([CH3:28])(=[O:27])=[O:26])=[CH:21][CH:20]=2)[CH2:5][CH2:4][CH2:3][CH2:2]1. The yield is 0.500. (4) The reactants are [CH3:1][C:2]1[O:6][N:5]=[C:4]([C:7]2[CH:12]=[CH:11][CH:10]=[CH:9][CH:8]=2)[C:3]=1[CH2:13][O:14][C:15]1[CH:16]=[C:17]([CH:21]=[CH:22][N:23]=1)[C:18]([OH:20])=O.CC1ON=C(C2C=CC=CC=2)C=1COC1C=CC(C(O)=O)=CN=1.[F:47][C:48]([F:52])([F:51])[CH2:49][NH2:50]. No catalyst specified. The product is [CH3:1][C:2]1[O:6][N:5]=[C:4]([C:7]2[CH:8]=[CH:9][CH:10]=[CH:11][CH:12]=2)[C:3]=1[CH2:13][O:14][C:15]1[CH:16]=[C:17]([CH:21]=[CH:22][N:23]=1)[C:18]([NH:50][CH2:49][C:48]([F:52])([F:51])[F:47])=[O:20]. The yield is 0.510. (5) The reactants are [Cl:1][C:2]1[N:11]=[C:10](Cl)[C:9]2[C:4](=[CH:5][CH:6]=[CH:7][CH:8]=2)[N:3]=1.[NH2:13][C:14]1[CH:15]=[CH:16][C:17]([O:20][CH3:21])=[N:18][CH:19]=1.C([O-])(=O)C.[Na+]. The catalyst is C(OCC)(=O)C. The product is [Cl:1][C:2]1[N:11]=[C:10]([NH:13][C:14]2[CH:19]=[N:18][C:17]([O:20][CH3:21])=[CH:16][CH:15]=2)[C:9]2[C:4](=[CH:5][CH:6]=[CH:7][CH:8]=2)[N:3]=1. The yield is 0.980. (6) The reactants are [CH3:1][C:2]1[C:18]([CH3:19])=[CH:17][CH:16]=[CH:15][C:3]=1[C:4]([NH:6][NH:7]C(OC(C)(C)C)=O)=[O:5].FC(F)(F)C(O)=O.C([O-])([O-])=O.[K+].[K+].[OH-].[Na+]. The catalyst is C(Cl)Cl.O. The product is [CH3:1][C:2]1[C:18]([CH3:19])=[CH:17][CH:16]=[CH:15][C:3]=1[C:4]([NH:6][NH2:7])=[O:5]. The yield is 0.730. (7) The reactants are [C:1](Cl)(=[O:8])[C:2]1[CH:7]=[CH:6][CH:5]=[CH:4][CH:3]=1.[OH:10][CH2:11][CH:12]1[CH2:16][O:15][C:14](=[S:17])[NH:13]1.C(N(CC)CC)C. The catalyst is C1COCC1. The product is [S:17]=[C:14]1[NH:13][CH:12]([CH2:11][O:10][C:1](=[O:8])[C:2]2[CH:7]=[CH:6][CH:5]=[CH:4][CH:3]=2)[CH2:16][O:15]1. The yield is 0.820. (8) The reactants are [Cl:1][C:2]1[C:10]([O:11]COC)=[CH:9][C:8]([I:15])=[C:7]2[C:3]=1[CH:4](O)[N:5]([C:17]([CH3:25])([C:19]1[CH:24]=[CH:23][CH:22]=[CH:21][CH:20]=1)[CH3:18])[C:6]2=[O:16].FC(F)(F)C(O)=O.C([SiH](CC)CC)C.C(=O)([O-])O.[Na+]. The catalyst is [N+](C)([O-])=O.O. The product is [Cl:1][C:2]1[C:10]([OH:11])=[CH:9][C:8]([I:15])=[C:7]2[C:3]=1[CH2:4][N:5]([C:17]([CH3:25])([C:19]1[CH:24]=[CH:23][CH:22]=[CH:21][CH:20]=1)[CH3:18])[C:6]2=[O:16]. The yield is 0.980.